From a dataset of NCI-60 drug combinations with 297,098 pairs across 59 cell lines. Regression. Given two drug SMILES strings and cell line genomic features, predict the synergy score measuring deviation from expected non-interaction effect. (1) Drug 1: C1C(C(OC1N2C=C(C(=O)NC2=O)F)CO)O. Drug 2: N.N.Cl[Pt+2]Cl. Cell line: K-562. Synergy scores: CSS=43.6, Synergy_ZIP=-6.18, Synergy_Bliss=-1.28, Synergy_Loewe=-9.93, Synergy_HSA=2.49. (2) Drug 1: CCC1=CC2CC(C3=C(CN(C2)C1)C4=CC=CC=C4N3)(C5=C(C=C6C(=C5)C78CCN9C7C(C=CC9)(C(C(C8N6C)(C(=O)OC)O)OC(=O)C)CC)OC)C(=O)OC.C(C(C(=O)O)O)(C(=O)O)O. Drug 2: C1=NC2=C(N1)C(=S)N=C(N2)N. Cell line: SK-MEL-28. Synergy scores: CSS=24.5, Synergy_ZIP=-4.75, Synergy_Bliss=-0.472, Synergy_Loewe=-9.61, Synergy_HSA=1.39. (3) Drug 1: CC1=C(N=C(N=C1N)C(CC(=O)N)NCC(C(=O)N)N)C(=O)NC(C(C2=CN=CN2)OC3C(C(C(C(O3)CO)O)O)OC4C(C(C(C(O4)CO)O)OC(=O)N)O)C(=O)NC(C)C(C(C)C(=O)NC(C(C)O)C(=O)NCCC5=NC(=CS5)C6=NC(=CS6)C(=O)NCCC[S+](C)C)O. Drug 2: C1CN(P(=O)(OC1)NCCCl)CCCl. Cell line: U251. Synergy scores: CSS=50.5, Synergy_ZIP=7.16, Synergy_Bliss=7.58, Synergy_Loewe=-50.6, Synergy_HSA=5.53.